Dataset: Full USPTO retrosynthesis dataset with 1.9M reactions from patents (1976-2016). Task: Predict the reactants needed to synthesize the given product. (1) The reactants are: [NH2:1][C:2]1[N:7]=[CH:6][N:5]=[C:4]2[N:8]([CH:32]3[CH2:37][CH2:36][CH:35]([N:38]4[CH2:43][CH2:42][N:41]([CH2:44][CH2:45][NH:46][C:47](=O)OC(C)(C)C)[CH2:40][CH2:39]4)[CH2:34][CH2:33]3)[N:9]=[C:10]([C:11]3[CH:16]=[CH:15][C:14]([NH:17][C:18]([C:20]4[N:21]([CH3:29])[C:22]5[C:27]([CH:28]=4)=[CH:26][CH:25]=[CH:24][CH:23]=5)=[O:19])=[C:13]([O:30][CH3:31])[CH:12]=3)[C:3]=12.FC(F)(F)C(O)=O.[C:61]12([CH2:71][CH2:72][CH:73](C)[C:74](O)=O)[CH2:70][CH:65]3[CH2:66][CH:67]([CH2:69][CH:63]([CH2:64]3)[CH2:62]1)[CH2:68]2.Cl.C(N=C=NCCCN(C)C)C.[OH2:90]. Given the product [C:61]12([CH2:71][CH2:72][C@@H:73]([CH3:74])[C:47]([NH:46][CH2:45][CH2:44][N:41]3[CH2:42][CH2:43][N:38]([CH:35]4[CH2:36][CH2:37][CH:32]([N:8]5[C:4]6=[N:5][CH:6]=[N:7][C:2]([NH2:1])=[C:3]6[C:10]([C:11]6[CH:16]=[CH:15][C:14]([NH:17][C:18]([C:20]7[N:21]([CH3:29])[C:22]8[C:27]([CH:28]=7)=[CH:26][CH:25]=[CH:24][CH:23]=8)=[O:19])=[C:13]([O:30][CH3:31])[CH:12]=6)=[N:9]5)[CH2:33][CH2:34]4)[CH2:39][CH2:40]3)=[O:90])[CH2:62][CH:63]3[CH2:69][CH:67]([CH2:66][CH:65]([CH2:64]3)[CH2:70]1)[CH2:68]2, predict the reactants needed to synthesize it. (2) The reactants are: [C:1]([C:4]1[CH:12]=[CH:11][C:7]([C:8]([NH2:10])=[O:9])=[CH:6][C:5]=1[O:13][C:14]1[CH:19]=[CH:18][C:17]([O:20][CH2:21][CH2:22][O:23][CH:24]2[CH2:29][CH2:28][O:27][CH2:26][CH2:25]2)=[CH:16][CH:15]=1)(=[O:3])[CH3:2].[BH4-].[Na+].O. Given the product [OH:3][CH:1]([C:4]1[CH:12]=[CH:11][C:7]([C:8]([NH2:10])=[O:9])=[CH:6][C:5]=1[O:13][C:14]1[CH:15]=[CH:16][C:17]([O:20][CH2:21][CH2:22][O:23][CH:24]2[CH2:29][CH2:28][O:27][CH2:26][CH2:25]2)=[CH:18][CH:19]=1)[CH3:2], predict the reactants needed to synthesize it. (3) Given the product [Cl:1][C:2]1[CH:3]=[C:4]([N:8]2[CH:12]([C:13]3[CH:14]=[C:15]([C:19]4[CH:24]=[CH:23][C:22]([S:25]([CH3:26])=[O:42])=[CH:21][CH:20]=4)[CH:16]=[CH:17][CH:18]=3)[CH2:11][C:10]([C:27]([F:33])([F:32])[C:28]([F:29])([F:30])[F:31])=[N:9]2)[CH:5]=[CH:6][CH:7]=1, predict the reactants needed to synthesize it. The reactants are: [Cl:1][C:2]1[CH:3]=[C:4]([N:8]2[CH:12]([C:13]3[CH:14]=[C:15]([C:19]4[CH:24]=[CH:23][C:22]([S:25][CH3:26])=[CH:21][CH:20]=4)[CH:16]=[CH:17][CH:18]=3)[CH2:11][C:10]([C:27]([F:33])([F:32])[C:28]([F:31])([F:30])[F:29])=[N:9]2)[CH:5]=[CH:6][CH:7]=1.ClC1C=CC=C(C(OO)=[O:42])C=1.